Dataset: Reaction yield outcomes from USPTO patents with 853,638 reactions. Task: Predict the reaction yield, written as a fraction of the theoretical maximum amount of product (1.0 means a 100% yield; for example, 0.34 means a 34% yield). (1) The reactants are Cl.Cl[C:3]1[CH:8]=[CH:7][NH:6][C:5](=[O:9])[C:4]=1[C:10]1[NH:21][C:20]2[CH:19]=[C:18]3[C:14]([CH:15]=[N:16][NH:17]3)=[CH:13][C:12]=2[N:11]=1.Cl.[NH2:23][CH2:24][C@H:25]([C:27]1[CH:32]=[CH:31][C:30]([O:33][CH3:34])=[C:29]([Br:35])[CH:28]=1)[OH:26].CN1CCOCC1. The catalyst is C(#N)C. The product is [Br:35][C:29]1[CH:28]=[C:27]([C@H:25]([OH:26])[CH2:24][NH:23][C:3]2[CH:8]=[CH:7][NH:6][C:5](=[O:9])[C:4]=2[C:10]2[NH:21][C:20]3[CH:19]=[C:18]4[C:14]([CH:15]=[N:16][NH:17]4)=[CH:13][C:12]=3[N:11]=2)[CH:32]=[CH:31][C:30]=1[O:33][CH3:34]. The yield is 0.660. (2) The reactants are [CH2:1]([C:8]1[CH:43]=[CH:42][C:11]([O:12][CH2:13][CH2:14][CH2:15][N:16]2[C:20]([CH3:21])=[CH:19][CH:18]=[C:17]2[C:22]2[CH:41]=[CH:40][C:25]([O:26][C@H:27]([CH2:33][C:34]3[CH:39]=[CH:38][CH:37]=[CH:36][CH:35]=3)[C:28]([O:30]CC)=[O:29])=[CH:24][CH:23]=2)=[CH:10][CH:9]=1)[CH2:2][CH2:3][CH2:4][CH2:5][CH2:6][CH3:7].[OH-].[K+].Cl. The catalyst is C1COCC1.CO. The product is [CH2:1]([C:8]1[CH:9]=[CH:10][C:11]([O:12][CH2:13][CH2:14][CH2:15][N:16]2[C:20]([CH3:21])=[CH:19][CH:18]=[C:17]2[C:22]2[CH:23]=[CH:24][C:25]([O:26][C@H:27]([CH2:33][C:34]3[CH:39]=[CH:38][CH:37]=[CH:36][CH:35]=3)[C:28]([OH:30])=[O:29])=[CH:40][CH:41]=2)=[CH:42][CH:43]=1)[CH2:2][CH2:3][CH2:4][CH2:5][CH2:6][CH3:7]. The yield is 0.773.